Dataset: Full USPTO retrosynthesis dataset with 1.9M reactions from patents (1976-2016). Task: Predict the reactants needed to synthesize the given product. (1) Given the product [O:35]=[S:2]1(=[O:1])[CH2:7][CH2:6][CH2:5][CH2:4][N:3]1[CH2:8][CH2:9][N:10]1[C:19]2[C:14](=[N:15][CH:16]=[C:17]([CH2:20][C:21]3[CH:26]=[CH:25][C:24]([F:27])=[CH:23][CH:22]=3)[CH:18]=2)[C:13]([OH:28])=[C:12]([C:29]([NH:40][CH2:39][CH2:38][O:37][CH3:36])=[O:30])[C:11]1=[O:34], predict the reactants needed to synthesize it. The reactants are: [O:1]=[S:2]1(=[O:35])[CH2:7][CH2:6][CH2:5][CH2:4][N:3]1[CH2:8][CH2:9][N:10]1[C:19]2[C:14](=[N:15][CH:16]=[C:17]([CH2:20][C:21]3[CH:26]=[CH:25][C:24]([F:27])=[CH:23][CH:22]=3)[CH:18]=2)[C:13]([OH:28])=[C:12]([C:29](OCC)=[O:30])[C:11]1=[O:34].[CH3:36][O:37][CH2:38][CH2:39][NH2:40]. (2) Given the product [CH:1]1([NH:7][C:28]([C:22]2[CH:21]=[C:20]([C:17]3[C:16]([C:31]([NH:33][C:34]4[S:35][CH:36]=[CH:37][N:38]=4)=[O:32])=[CH:15][C:14]([C:12]([NH:11][CH2:10][C:9]([CH3:40])([CH3:39])[CH3:8])=[O:13])=[CH:19][CH:18]=3)[C:25]([CH3:26])=[C:24]([F:27])[CH:23]=2)=[O:29])[CH2:6][CH2:5][CH2:4][CH2:3][CH2:2]1, predict the reactants needed to synthesize it. The reactants are: [CH:1]1([NH2:7])[CH2:6][CH2:5][CH2:4][CH2:3][CH2:2]1.[CH3:8][C:9]([CH3:40])([CH3:39])[CH2:10][NH:11][C:12]([C:14]1[CH:19]=[CH:18][C:17]([C:20]2[C:25]([CH3:26])=[C:24]([F:27])[CH:23]=[C:22]([C:28](O)=[O:29])[CH:21]=2)=[C:16]([C:31]([NH:33][C:34]2[S:35][CH:36]=[CH:37][N:38]=2)=[O:32])[CH:15]=1)=[O:13].Cl.CN(C)CCCN=C=NCC. (3) The reactants are: [NH2:1][CH2:2][C:3]1[O:4][CH:5]=[C:6]([O:10][CH2:11][C:12]2[CH:17]=[CH:16][CH:15]=[CH:14][CH:13]=2)[C:7](=[O:9])[CH:8]=1.[CH3:18][C:19]1[CH:24]=[CH:23][CH:22]=[CH:21][C:20]=1[S:25](Cl)(=[O:27])=[O:26].C(OC1C(=O)C=C(CNS(C2C=CC=CC=2)(=O)=O)OC=1)C1C=CC=CC=1. Given the product [CH2:11]([O:10][C:6]1[C:7](=[O:9])[CH:8]=[C:3]([CH2:2][NH:1][S:25]([C:20]2[CH:21]=[CH:22][CH:23]=[CH:24][C:19]=2[CH3:18])(=[O:27])=[O:26])[O:4][CH:5]=1)[C:12]1[CH:17]=[CH:16][CH:15]=[CH:14][CH:13]=1, predict the reactants needed to synthesize it.